Dataset: Catalyst prediction with 721,799 reactions and 888 catalyst types from USPTO. Task: Predict which catalyst facilitates the given reaction. (1) Reactant: C(OC([N:11]([N:21]1[C:30](=[O:31])[C:29]2[C:24](=[CH:25][C:26]([NH:33][CH:34]3[CH2:39][CH2:38][CH2:37][CH2:36][CH2:35]3)=[C:27]([F:32])[CH:28]=2)[N:23]([CH:40]([CH3:42])[CH3:41])[C:22]1=[O:43])[CH2:12][CH2:13][CH2:14][CH2:15][C:16]([O:18][CH2:19][CH3:20])=[O:17])=O)C1C=CC=CC=1. Product: [CH:34]1([NH:33][C:26]2[CH:25]=[C:24]3[C:29]([C:30](=[O:31])[N:21]([NH:11][CH2:12][CH2:13][CH2:14][CH2:15][C:16]([O:18][CH2:19][CH3:20])=[O:17])[C:22](=[O:43])[N:23]3[CH:40]([CH3:41])[CH3:42])=[CH:28][C:27]=2[F:32])[CH2:39][CH2:38][CH2:37][CH2:36][CH2:35]1. The catalyst class is: 349. (2) Reactant: [H-].[Na+].[CH2:3]([OH:7])[C:4]#[C:5][CH3:6].Cl[C:9]1[CH:14]=[C:13]([S:15][CH3:16])[N:12]=[CH:11][N:10]=1.[Cl-].[NH4+]. Product: [CH2:3]([O:7][C:9]1[CH:14]=[C:13]([S:15][CH3:16])[N:12]=[CH:11][N:10]=1)[C:4]#[C:5][CH3:6]. The catalyst class is: 7. (3) The catalyst class is: 61. Reactant: [C:1]1([C@H:11]([NH:13][CH:14]2[CH2:17][CH:16]([C:18]([OH:20])=O)[CH2:15]2)[CH3:12])[C:10]2[C:5](=[CH:6][CH:7]=[CH:8][CH:9]=2)[CH:4]=[CH:3][CH:2]=1.[CH:21]([NH2:24])([CH3:23])[CH3:22]. Product: [CH:21]([NH:24][C:18]([CH:16]1[CH2:17][CH:14]([NH:13][C@@H:11]([C:1]2[C:10]3[C:5](=[CH:6][CH:7]=[CH:8][CH:9]=3)[CH:4]=[CH:3][CH:2]=2)[CH3:12])[CH2:15]1)=[O:20])([CH3:23])[CH3:22]. (4) Reactant: [OH-].[Na+].C[O:4][C:5](=[O:36])/[C:6](/[NH:15][C:16](=[O:35])[C:17]1[CH:22]=[CH:21][C:20]([CH:23]([OH:33])[CH2:24][CH2:25][C:26]2[CH:31]=[CH:30][CH:29]=[C:28]([OH:32])[CH:27]=2)=[CH:19][C:18]=1[Cl:34])=[CH:7]/[C:8]1[S:12][C:11]([CH3:13])=[N:10][C:9]=1[CH3:14]. Product: [Cl:34][C:18]1[CH:19]=[C:20]([CH:23]([OH:33])[CH2:24][CH2:25][C:26]2[CH:31]=[CH:30][CH:29]=[C:28]([OH:32])[CH:27]=2)[CH:21]=[CH:22][C:17]=1[C:16]([NH:15]/[C:6](=[CH:7]\[C:8]1[S:12][C:11]([CH3:13])=[N:10][C:9]=1[CH3:14])/[C:5]([OH:36])=[O:4])=[O:35]. The catalyst class is: 111. (5) Product: [Cl:1][C:2]1[CH:3]=[CH:4][C:5]2[N+:10]([O-:11])=[N:9][C:8](=[O:12])[N:7]([CH2:22][CH:21]=[CH2:20])[C:6]=2[CH:13]=1. Reactant: [Cl:1][C:2]1[CH:3]=[CH:4][C:5]2[N+:10]([O-:11])=[N:9][C:8](=[O:12])[NH:7][C:6]=2[CH:13]=1.C([O-])([O-])=O.[K+].[K+].[CH2:20](I)[CH:21]=[CH2:22].O. The catalyst class is: 3. (6) Reactant: [C:1]1([C:7]2[CH:8]=[C:9]([N:13]3[CH2:18][CH2:17][O:16][CH2:15][CH2:14]3)[N:10]=[N:11][CH:12]=2)[CH:6]=[CH:5][CH:4]=[CH:3][CH:2]=1.ClC1N=NC(N2CC[O:29][CH2:28][CH2:27]2)=CC=1C1C=CC=CC=1.[CH3:38][CH2:39][O:40][C:41]([CH3:43])=[O:42].[CH3:44][CH2:45][CH2:46][CH2:47][CH2:48][CH3:49].C[OH:51]. Product: [CH2:39]([O:40][C:41]([C:43]1[C:45]([C:44]([O:29][CH2:28][CH3:27])=[O:51])=[C:46]([CH2:47][CH:48]=[CH2:49])[N:11]2[C:12]=1[C:7]([C:1]1[CH:2]=[CH:3][CH:4]=[CH:5][CH:6]=1)=[CH:8][C:9]([N:13]1[CH2:18][CH2:17][O:16][CH2:15][CH2:14]1)=[N:10]2)=[O:42])[CH3:38]. The catalyst class is: 707. (7) Reactant: Br[C:2]1[CH:7]=[CH:6][C:5]([CH2:8][CH2:9][CH2:10][OH:11])=[CH:4][CH:3]=1.C([O-])(=O)C.[K+].[B:17]1([B:17]2[O:21][C:20]([CH3:23])([CH3:22])[C:19]([CH3:25])([CH3:24])[O:18]2)[O:21][C:20]([CH3:23])([CH3:22])[C:19]([CH3:25])([CH3:24])[O:18]1.CS(C)=O. Product: [CH3:24][C:19]1([CH3:25])[C:20]([CH3:23])([CH3:22])[O:21][B:17]([C:2]2[CH:7]=[CH:6][C:5]([CH2:8][CH2:9][CH2:10][OH:11])=[CH:4][CH:3]=2)[O:18]1. The catalyst class is: 6. (8) Reactant: [OH-:1].[K+].[F:3][C:4]1[CH:5]=[C:6]2[C:10](=[CH:11][CH:12]=1)[NH:9][C:8](=[O:13])[C:7]2=O.[Br:15][C:16]1[CH:17]=[C:18]([C:22](=O)[CH2:23][CH3:24])[CH:19]=[CH:20][CH:21]=1.Cl. Product: [Br:15][C:16]1[CH:17]=[C:18]([C:22]2[C:23]([CH3:24])=[C:7]([C:8]([OH:13])=[O:1])[C:6]3[C:10](=[CH:11][CH:12]=[C:4]([F:3])[CH:5]=3)[N:9]=2)[CH:19]=[CH:20][CH:21]=1. The catalyst class is: 8. (9) Reactant: [CH3:1][N:2]([CH3:17])[CH2:3][CH2:4][NH:5][C:6](=[O:16])[C:7]1[CH:12]=[CH:11][CH:10]=[C:9]([N+:13]([O-])=O)[CH:8]=1. Product: [NH2:13][C:9]1[CH:8]=[C:7]([CH:12]=[CH:11][CH:10]=1)[C:6]([NH:5][CH2:4][CH2:3][N:2]([CH3:1])[CH3:17])=[O:16]. The catalyst class is: 50.